From a dataset of Full USPTO retrosynthesis dataset with 1.9M reactions from patents (1976-2016). Predict the reactants needed to synthesize the given product. (1) Given the product [O:11]1[CH:8]2[CH2:7][CH2:6][C:5]3[C:10]([CH:9]12)=[CH:1][CH:2]=[CH:3][CH:4]=3, predict the reactants needed to synthesize it. The reactants are: [CH2:1]1[C:10]2[C:5](=[CH:6][CH:7]=[CH:8][CH:9]=2)[CH:4]=[CH:3][CH2:2]1.[OH:11]OS([O-])=O.[K+]. (2) Given the product [F:24][C:23]([F:25])([F:26])[C:18]1[CH:19]=[CH:20][CH:21]=[CH:22][C:17]=1[CH2:16][CH:1]1[C:9]2[C:4](=[CH:5][CH:6]=[CH:7][CH:8]=2)[CH:3]=[CH:2]1, predict the reactants needed to synthesize it. The reactants are: [CH2:1]1[C:9]2[C:4](=[CH:5][CH:6]=[CH:7][CH:8]=2)[CH:3]=[CH:2]1.C([Li])CCC.Cl[CH2:16][C:17]1[CH:22]=[CH:21][CH:20]=[CH:19][C:18]=1[C:23]([F:26])([F:25])[F:24].O. (3) Given the product [CH3:37][S:34]([C:31]1[CH:30]=[CH:29][C:28]([CH2:27][NH:26][C:24]([C:10]2[C:11](=[O:23])[N:12]([C:13]3[CH:18]=[CH:17][CH:16]=[C:15]([C:19]([F:22])([F:20])[F:21])[CH:14]=3)[C:7]([CH2:6][CH:38]=[O:39])=[CH:8][CH:9]=2)=[O:25])=[CH:33][CH:32]=1)(=[O:36])=[O:35], predict the reactants needed to synthesize it. The reactants are: P(Cl)(Cl)(Cl)=O.[CH3:6][C:7]1[N:12]([C:13]2[CH:18]=[CH:17][CH:16]=[C:15]([C:19]([F:22])([F:21])[F:20])[CH:14]=2)[C:11](=[O:23])[C:10]([C:24]([NH:26][CH2:27][C:28]2[CH:33]=[CH:32][C:31]([S:34]([CH3:37])(=[O:36])=[O:35])=[CH:30][CH:29]=2)=[O:25])=[CH:9][CH:8]=1.[C:38](=O)([O-])[O-:39].[K+].[K+].C(=O)([O-])[O-].[Na+].[Na+].